From a dataset of Full USPTO retrosynthesis dataset with 1.9M reactions from patents (1976-2016). Predict the reactants needed to synthesize the given product. (1) Given the product [O:8]=[C:7]1[CH2:12][CH2:13][CH:4]([CH:3]=[O:2])[CH2:5][CH2:6]1, predict the reactants needed to synthesize it. The reactants are: C[O:2][CH:3]=[C:4]1[CH2:13][CH2:12][C:7]2(OCC[O:8]2)[CH2:6][CH2:5]1.O.Cl. (2) Given the product [CH:7]([O:10][CH2:2][CH:3]([OH:4])[CH2:5][OH:6])([CH3:9])[CH3:8], predict the reactants needed to synthesize it. The reactants are: [Na].[CH2:2]1[O:4][CH:3]1[CH2:5][OH:6].[CH:7]([OH:10])([CH3:9])[CH3:8]. (3) Given the product [Br-:14].[OH:13][C:4]1[CH:5]=[C:6]([C:9]([F:12])([F:11])[F:10])[CH:7]=[CH:8][C:3]=1[CH2:2][P+:21]([C:22]1[CH:23]=[CH:24][CH:25]=[CH:26][CH:27]=1)([C:28]1[CH:33]=[CH:32][CH:31]=[CH:30][CH:29]=1)[C:15]1[CH:16]=[CH:17][CH:18]=[CH:19][CH:20]=1, predict the reactants needed to synthesize it. The reactants are: O[CH2:2][C:3]1[CH:8]=[CH:7][C:6]([C:9]([F:12])([F:11])[F:10])=[CH:5][C:4]=1[OH:13].[BrH:14].[C:15]1([P:21]([C:28]2[CH:33]=[CH:32][CH:31]=[CH:30][CH:29]=2)[C:22]2[CH:27]=[CH:26][CH:25]=[CH:24][CH:23]=2)[CH:20]=[CH:19][CH:18]=[CH:17][CH:16]=1. (4) Given the product [Cl:30][C:28]1[CH:27]=[CH:26][C:25]([O:31][C:32]([F:33])([F:34])[F:35])=[C:24]([CH:29]=1)[CH2:23][NH2:20], predict the reactants needed to synthesize it. The reactants are: C1(P(C2C=CC=CC=2)C2C=CC=CC=2)C=CC=CC=1.[N:20]([CH2:23][C:24]1[CH:29]=[C:28]([Cl:30])[CH:27]=[CH:26][C:25]=1[O:31][C:32]([F:35])([F:34])[F:33])=[N+]=[N-].Cl.C(Cl)Cl. (5) Given the product [ClH:1].[Cl:19][C:20]1[CH:21]=[C:22]2[C:30](=[CH:31][CH:32]=1)[C:25]1([CH2:29][CH2:28][N:27]([CH2:2][CH2:3][CH2:4][N:5]3[CH:10]=[C:9]([C:11]4[S:12][CH:13]=[CH:14][CH:15]=4)[C:8](=[O:16])[NH:7][C:6]3=[O:17])[CH2:26]1)[CH2:24][CH2:23]2, predict the reactants needed to synthesize it. The reactants are: [Cl:1][CH2:2][CH2:3][CH2:4][N:5]1[CH:10]=[C:9]([C:11]2[S:12][CH:13]=[CH:14][CH:15]=2)[C:8](=[O:16])[NH:7][C:6]1=[O:17].Cl.[Cl:19][C:20]1[CH:21]=[C:22]2[C:30](=[CH:31][CH:32]=1)[C:25]1([CH2:29][CH2:28][NH:27][CH2:26]1)[CH2:24][CH2:23]2.C(=O)([O-])[O-].[K+].[K+].[I-].[Na+].